Dataset: NCI-60 drug combinations with 297,098 pairs across 59 cell lines. Task: Regression. Given two drug SMILES strings and cell line genomic features, predict the synergy score measuring deviation from expected non-interaction effect. (1) Drug 1: CC12CCC3C(C1CCC2=O)CC(=C)C4=CC(=O)C=CC34C. Drug 2: CCCCCOC(=O)NC1=NC(=O)N(C=C1F)C2C(C(C(O2)C)O)O. Cell line: OVCAR-4. Synergy scores: CSS=10.7, Synergy_ZIP=-1.07, Synergy_Bliss=-1.39, Synergy_Loewe=-10.3, Synergy_HSA=-1.92. (2) Drug 1: COC1=C(C=C2C(=C1)N=CN=C2NC3=CC(=C(C=C3)F)Cl)OCCCN4CCOCC4. Drug 2: C1=CC(=CC=C1CCC2=CNC3=C2C(=O)NC(=N3)N)C(=O)NC(CCC(=O)O)C(=O)O. Cell line: TK-10. Synergy scores: CSS=50.8, Synergy_ZIP=-5.90, Synergy_Bliss=-8.27, Synergy_Loewe=-6.12, Synergy_HSA=-0.946. (3) Drug 1: CC12CCC3C(C1CCC2OP(=O)(O)O)CCC4=C3C=CC(=C4)OC(=O)N(CCCl)CCCl.[Na+]. Drug 2: CC1C(C(CC(O1)OC2CC(CC3=C2C(=C4C(=C3O)C(=O)C5=C(C4=O)C(=CC=C5)OC)O)(C(=O)CO)O)N)O.Cl. Cell line: SN12C. Synergy scores: CSS=79.2, Synergy_ZIP=17.5, Synergy_Bliss=16.7, Synergy_Loewe=16.4, Synergy_HSA=18.3. (4) Drug 2: CC1=C(C=C(C=C1)NC(=O)C2=CC=C(C=C2)CN3CCN(CC3)C)NC4=NC=CC(=N4)C5=CN=CC=C5. Cell line: SF-268. Drug 1: C1C(C(OC1N2C=NC3=C(N=C(N=C32)Cl)N)CO)O. Synergy scores: CSS=11.0, Synergy_ZIP=-1.29, Synergy_Bliss=1.95, Synergy_Loewe=0.635, Synergy_HSA=1.76. (5) Drug 1: CCC(=C(C1=CC=CC=C1)C2=CC=C(C=C2)OCCN(C)C)C3=CC=CC=C3.C(C(=O)O)C(CC(=O)O)(C(=O)O)O. Drug 2: CC1=C(N=C(N=C1N)C(CC(=O)N)NCC(C(=O)N)N)C(=O)NC(C(C2=CN=CN2)OC3C(C(C(C(O3)CO)O)O)OC4C(C(C(C(O4)CO)O)OC(=O)N)O)C(=O)NC(C)C(C(C)C(=O)NC(C(C)O)C(=O)NCCC5=NC(=CS5)C6=NC(=CS6)C(=O)NCCC[S+](C)C)O. Cell line: MALME-3M. Synergy scores: CSS=8.44, Synergy_ZIP=-1.74, Synergy_Bliss=0.938, Synergy_Loewe=-3.00, Synergy_HSA=0.562. (6) Cell line: HS 578T. Synergy scores: CSS=40.0, Synergy_ZIP=-1.52, Synergy_Bliss=1.95, Synergy_Loewe=1.53, Synergy_HSA=1.94. Drug 1: CCC1(CC2CC(C3=C(CCN(C2)C1)C4=CC=CC=C4N3)(C5=C(C=C6C(=C5)C78CCN9C7C(C=CC9)(C(C(C8N6C=O)(C(=O)OC)O)OC(=O)C)CC)OC)C(=O)OC)O.OS(=O)(=O)O. Drug 2: C1=NC2=C(N=C(N=C2N1C3C(C(C(O3)CO)O)O)F)N. (7) Cell line: SR. Drug 1: CCC1(CC2CC(C3=C(CCN(C2)C1)C4=CC=CC=C4N3)(C5=C(C=C6C(=C5)C78CCN9C7C(C=CC9)(C(C(C8N6C=O)(C(=O)OC)O)OC(=O)C)CC)OC)C(=O)OC)O.OS(=O)(=O)O. Synergy scores: CSS=38.5, Synergy_ZIP=13.6, Synergy_Bliss=13.8, Synergy_Loewe=3.33, Synergy_HSA=11.6. Drug 2: C(CC(=O)O)C(=O)CN.Cl.